From a dataset of Full USPTO retrosynthesis dataset with 1.9M reactions from patents (1976-2016). Predict the reactants needed to synthesize the given product. (1) Given the product [Br:1][C:2]1[CH:3]=[CH:4][C:5]([O:15][CH2:16][C:17]2[CH:22]=[CH:21][C:20]([F:23])=[CH:19][C:18]=2[F:24])=[C:6]([C:8]2[N:33]([C:30]3[CH:31]=[CH:32][C:27]([C:25](=[O:42])[CH3:26])=[CH:28][CH:29]=3)[C:11]([CH3:12])=[CH:10][CH:9]=2)[CH:7]=1, predict the reactants needed to synthesize it. The reactants are: [Br:1][C:2]1[CH:3]=[CH:4][C:5]([O:15][CH2:16][C:17]2[CH:22]=[CH:21][C:20]([F:23])=[CH:19][C:18]=2[F:24])=[C:6]([C:8](=O)[CH2:9][CH2:10][C:11](=O)[CH3:12])[CH:7]=1.[C:25]([C:27]1[CH:32]=[CH:31][C:30]([NH2:33])=[CH:29][CH:28]=1)#[CH:26].CC1C=CC(S(O)(=O)=[O:42])=CC=1. (2) Given the product [CH:24]([N:23]1[C:19]([C:17]2[N:18]=[C:11]3[C:10]4[CH:27]=[N:28][C:7]([N:34]5[CH2:35][CH2:36][C:32]([CH3:40])([CH3:31])[C@H:33]5[C:37]([NH2:39])=[O:38])=[CH:8][C:9]=4[O:15][CH2:14][CH2:13][N:12]3[CH:16]=2)=[N:20][CH:21]=[N:22]1)([CH3:25])[CH3:26], predict the reactants needed to synthesize it. The reactants are: FC(F)(F)S(O[C:7]1[N:28]=[CH:27][C:10]2[C:11]3[N:12]([CH:16]=[C:17]([C:19]4[N:23]([CH:24]([CH3:26])[CH3:25])[N:22]=[CH:21][N:20]=4)[N:18]=3)[CH2:13][CH2:14][O:15][C:9]=2[CH:8]=1)(=O)=O.[CH3:31][C:32]1([CH3:40])[CH2:36][CH2:35][NH:34][C@@H:33]1[C:37]([NH2:39])=[O:38]. (3) Given the product [F:3][C:4]1[CH:9]=[CH:8][C:7]([C:10]2([CH:16]3[CH2:20][CH2:19][N:18]([CH2:21][C:22]4[C:31]5[C:26](=[CH:27][CH:28]=[CH:29][CH:30]=5)[CH:25]=[C:24]([C:32]#[N:33])[CH:23]=4)[C:17]3=[O:34])[CH2:11][CH2:12][N:13]([CH3:37])[CH2:14][CH2:15]2)=[CH:6][CH:5]=1, predict the reactants needed to synthesize it. The reactants are: C=O.[F:3][C:4]1[CH:9]=[CH:8][C:7]([C:10]2([CH:16]3[CH2:20][CH2:19][N:18]([CH2:21][C:22]4[C:31]5[C:26](=[CH:27][CH:28]=[CH:29][CH:30]=5)[CH:25]=[C:24]([C:32]#[N:33])[CH:23]=4)[C:17]3=[O:34])[CH2:15][CH2:14][NH:13][CH2:12][CH2:11]2)=[CH:6][CH:5]=1.[BH-](OC(C)=O)(OC(C)=O)O[C:37](C)=O.[Na+]. (4) Given the product [CH2:23]([O:22][C:20]([N:12]=[C:8]([CH:5]1[CH2:6][CH2:7][O:2][CH2:3][CH2:4]1)[O:9][CH2:10][CH3:11])=[O:21])[CH3:24], predict the reactants needed to synthesize it. The reactants are: Cl.[O:2]1[CH2:7][CH2:6][CH:5]([C:8](=[NH:12])[O:9][CH2:10][CH3:11])[CH2:4][CH2:3]1.N1C=CC=CC=1.Cl[C:20]([O:22][CH2:23][CH3:24])=[O:21]. (5) Given the product [CH2:5]([NH:6][CH2:7][CH3:2])[CH3:4].[Cl:1][C:2]1[CH:3]=[CH:4][C:5]([CH2:8][O:9][C:40]2[C:39]([F:43])=[CH:38][C:30]([C:31]([NH:33][S:34]([CH3:37])(=[O:36])=[O:35])=[O:32])=[C:29]([F:28])[CH:41]=2)=[N:6][CH:7]=1, predict the reactants needed to synthesize it. The reactants are: [Cl:1][C:2]1[CH:3]=[CH:4][C:5]([CH2:8][OH:9])=[N:6][CH:7]=1.C(N(CC)CC)C.CS(Cl)(=O)=O.C(=O)([O-])[O-].[K+].[K+].[F:28][C:29]1[CH:41]=[C:40](O)[C:39]([F:43])=[CH:38][C:30]=1[C:31]([NH:33][S:34]([CH3:37])(=[O:36])=[O:35])=[O:32]. (6) Given the product [C:43]([O:47][C:48]([N:50]1[CH2:51][CH2:52][CH:53]([CH2:56][NH:57][C:58]2[C:63]([C:2]3[CH:3]=[N:4][N:5]([CH:7]4[CH2:18][CH2:17][C:10]5([N:14]([CH3:15])[C:13](=[O:16])[CH2:12][CH2:11]5)[CH2:9][CH2:8]4)[CH:6]=3)=[CH:62][N:61]=[C:60]([Cl:65])[N:59]=2)[CH2:54][CH2:55]1)=[O:49])([CH3:46])([CH3:44])[CH3:45], predict the reactants needed to synthesize it. The reactants are: Br[C:2]1[CH:3]=[N:4][N:5]([CH:7]2[CH2:18][CH2:17][C:10]3([N:14]([CH3:15])[C:13](=[O:16])[CH2:12][CH2:11]3)[CH2:9][CH2:8]2)[CH:6]=1.CC1(C)C(C)(C)OB(B2OC(C)(C)C(C)(C)O2)O1.C([O-])(=O)C.[K+].[Br-].[C:43]([O:47][C:48]([N:50]1[CH2:55][CH2:54][CH:53]([CH2:56][NH:57][C:58]2[C:63](Br)=[CH:62][N:61]=[C:60]([Cl:65])[N:59]=2)[CH2:52][CH2:51]1)=[O:49])([CH3:46])([CH3:45])[CH3:44].C([O-])([O-])=O.[K+].[K+].